Dataset: Full USPTO retrosynthesis dataset with 1.9M reactions from patents (1976-2016). Task: Predict the reactants needed to synthesize the given product. (1) Given the product [Cl:13][C:14]1[C:22]([C:23]([F:24])([F:25])[F:26])=[CH:21][CH:20]=[CH:19][C:15]=1[C:16]([NH:1][CH:2]([C:5]1([N:10]([CH3:12])[CH3:11])[CH2:9][CH2:8][CH2:7][CH2:6]1)[CH2:3][CH3:4])=[O:17], predict the reactants needed to synthesize it. The reactants are: [NH2:1][CH:2]([C:5]1([N:10]([CH3:12])[CH3:11])[CH2:9][CH2:8][CH2:7][CH2:6]1)[CH2:3][CH3:4].[Cl:13][C:14]1[C:22]([C:23]([F:26])([F:25])[F:24])=[CH:21][CH:20]=[CH:19][C:15]=1[C:16](Cl)=[O:17].C(N(CC)CC)C. (2) Given the product [Cl:1][C:2]1[CH:3]=[C:4]2[C:8](=[CH:9][C:10]=1[Cl:11])[NH:7][CH:6]=[C:5]2[CH2:12][C:13]([N:19]1[CH2:20][CH2:21][N:16]([CH:22]2[CH2:25][N:24]([C:26](=[O:29])[CH:27]=[CH2:28])[CH2:23]2)[CH2:17][CH2:18]1)=[O:15], predict the reactants needed to synthesize it. The reactants are: [Cl:1][C:2]1[CH:3]=[C:4]2[C:8](=[CH:9][C:10]=1[Cl:11])[NH:7][CH:6]=[C:5]2[CH2:12][C:13]([OH:15])=O.[N:16]1([CH:22]2[CH2:25][N:24]([C:26](=[O:29])[CH:27]=[CH2:28])[CH2:23]2)[CH2:21][CH2:20][NH:19][CH2:18][CH2:17]1.CCN=C=NCCCN(C)C.Cl.C1C=CC2N(O)N=NC=2C=1.CCN(CC)CC. (3) Given the product [C:1]([CH2:3][C:4]1[S:5][CH:8]=[C:9]([C:11]2[CH:12]=[CH:13][C:14]([C:15]([NH:17][CH2:18][CH2:19][C:20]([F:21])([F:22])[F:23])=[O:16])=[CH:24][CH:25]=2)[N:6]=1)#[N:2], predict the reactants needed to synthesize it. The reactants are: [C:1]([CH2:3][C:4]([NH2:6])=[S:5])#[N:2].Br[CH2:8][C:9]([C:11]1[CH:25]=[CH:24][C:14]([C:15]([NH:17][CH2:18][CH2:19][C:20]([F:23])([F:22])[F:21])=[O:16])=[CH:13][CH:12]=1)=O.